This data is from Catalyst prediction with 721,799 reactions and 888 catalyst types from USPTO. The task is: Predict which catalyst facilitates the given reaction. (1) Reactant: C[O:2][C:3](=[O:30])[C:4]1[C:5](=[C:10]([NH:14][C:15]2[CH:20]=[CH:19][C:18]([O:21][CH3:22])=[CH:17][C:16]=2[O:23][C:24]2[CH:29]=[CH:28][CH:27]=[CH:26][CH:25]=2)[CH:11]=[CH:12][CH:13]=1)[C:6]([O:8]C)=[O:7].[OH-].[Na+]. Product: [CH3:22][O:21][C:18]1[CH:19]=[CH:20][C:15]([NH:14][C:10]2[CH:11]=[CH:12][CH:13]=[C:4]([C:3]([OH:30])=[O:2])[C:5]=2[C:6]([OH:8])=[O:7])=[C:16]([O:23][C:24]2[CH:29]=[CH:28][CH:27]=[CH:26][CH:25]=2)[CH:17]=1. The catalyst class is: 8. (2) Reactant: [Cl:1][C:2]1[CH:10]=[CH:9][C:5]([C:6]([OH:8])=[O:7])=[C:4]([NH:11][C:12]2[CH:17]=[CH:16][C:15]([Si:18]([CH3:21])([CH3:20])[CH3:19])=[CH:14][C:13]=2[F:22])[N:3]=1.[CH3:23]CN(C(C)C)C(C)C.CN(C=O)C.C(Cl)(=O)C(Cl)=O. Product: [CH3:23][O:7][C:6](=[O:8])[C:5]1[CH:9]=[CH:10][C:2]([Cl:1])=[N:3][C:4]=1[NH:11][C:12]1[CH:17]=[CH:16][C:15]([Si:18]([CH3:19])([CH3:21])[CH3:20])=[CH:14][C:13]=1[F:22]. The catalyst class is: 98. (3) Reactant: [CH2:1]([O:8][C:9]1[CH:14]=[CH:13][C:12]([S:15]([NH:18][C@@H:19]2[CH2:24][CH2:23][O:22][CH2:21][C@:20]2([CH3:28])[C:25](O)=[O:26])(=[O:17])=[O:16])=[CH:11][CH:10]=1)[C:2]1[CH:7]=[CH:6][CH:5]=[CH:4][CH:3]=1.CN([P+](ON1N=NC2C=CC=CC1=2)(N(C)C)N(C)C)C.F[P-](F)(F)(F)(F)F.C(N(CC)C(C)C)(C)C.Cl.[C:66]([O:70][NH2:71])([CH3:69])([CH3:68])[CH3:67]. The catalyst class is: 39. Product: [CH2:1]([O:8][C:9]1[CH:10]=[CH:11][C:12]([S:15]([NH:18][C@@H:19]2[CH2:24][CH2:23][O:22][CH2:21][C@:20]2([CH3:28])[C:25]([NH:71][O:70][C:66]([CH3:69])([CH3:68])[CH3:67])=[O:26])(=[O:17])=[O:16])=[CH:13][CH:14]=1)[C:2]1[CH:3]=[CH:4][CH:5]=[CH:6][CH:7]=1.